Dataset: Peptide-MHC class I binding affinity with 185,985 pairs from IEDB/IMGT. Task: Regression. Given a peptide amino acid sequence and an MHC pseudo amino acid sequence, predict their binding affinity value. This is MHC class I binding data. (1) The peptide sequence is VAASIIGILH. The MHC is HLA-A68:01 with pseudo-sequence HLA-A68:01. The binding affinity (normalized) is 0.427. (2) The peptide sequence is HMILVVVTTL. The MHC is HLA-B08:01 with pseudo-sequence HLA-B08:01. The binding affinity (normalized) is 0.210. (3) The peptide sequence is PEIRRWIIF. The MHC is HLA-A30:01 with pseudo-sequence HLA-A30:01. The binding affinity (normalized) is 0.0847. (4) The peptide sequence is TEQFINYCL. The MHC is HLA-B45:01 with pseudo-sequence HLA-B45:01. The binding affinity (normalized) is 0.550. (5) The peptide sequence is SSSMRKTDWL. The MHC is HLA-A01:01 with pseudo-sequence HLA-A01:01. The binding affinity (normalized) is 0.000385. (6) The peptide sequence is KPIPHRTVL. The MHC is HLA-A03:01 with pseudo-sequence HLA-A03:01. The binding affinity (normalized) is 0.285. (7) The peptide sequence is TELEPPCRFV. The MHC is HLA-B40:01 with pseudo-sequence HLA-B40:01. The binding affinity (normalized) is 0.154. (8) The peptide sequence is GLASVVVHTK. The MHC is HLA-A03:01 with pseudo-sequence HLA-A03:01. The binding affinity (normalized) is 0.864. (9) The peptide sequence is AEESLSLEA. The MHC is HLA-A02:02 with pseudo-sequence HLA-A02:02. The binding affinity (normalized) is 0. (10) The peptide sequence is NHINLELSL. The MHC is Mamu-A07 with pseudo-sequence Mamu-A07. The binding affinity (normalized) is 1.00.